This data is from Catalyst prediction with 721,799 reactions and 888 catalyst types from USPTO. The task is: Predict which catalyst facilitates the given reaction. (1) Reactant: [CH3:1][O:2][C:3]([C:5]1[C:10](Br)=[C:9]([NH2:12])[N:8]=[C:7]([C:13]2[CH:18]=[CH:17][C:16]([Cl:19])=[C:15]([O:20][CH3:21])[C:14]=2[F:22])[N:6]=1)=[O:4].[CH:23](/B(O)O)=[CH:24]\[CH3:25].[F-].[Cs+].O. Product: [CH3:1][O:2][C:3]([C:5]1[C:10](/[CH:23]=[CH:24]/[CH3:25])=[C:9]([NH2:12])[N:8]=[C:7]([C:13]2[CH:18]=[CH:17][C:16]([Cl:19])=[C:15]([O:20][CH3:21])[C:14]=2[F:22])[N:6]=1)=[O:4]. The catalyst class is: 628. (2) Reactant: [OH:1][C:2]1[CH:7]=[CH:6][C:5]([CH2:8][C:9]#[N:10])=[CH:4][CH:3]=1.C(=O)([O-])[O-].[K+].[K+].Br[CH2:18][CH2:19][CH2:20][Cl:21]. Product: [Cl:21][CH2:20][CH2:19][CH2:18][O:1][C:2]1[CH:7]=[CH:6][C:5]([CH2:8][C:9]#[N:10])=[CH:4][CH:3]=1. The catalyst class is: 9.